This data is from NCI-60 drug combinations with 297,098 pairs across 59 cell lines. The task is: Regression. Given two drug SMILES strings and cell line genomic features, predict the synergy score measuring deviation from expected non-interaction effect. (1) Drug 1: C1CCC(C1)C(CC#N)N2C=C(C=N2)C3=C4C=CNC4=NC=N3. Drug 2: CC1=CC2C(CCC3(C2CCC3(C(=O)C)OC(=O)C)C)C4(C1=CC(=O)CC4)C. Cell line: SF-295. Synergy scores: CSS=1.08, Synergy_ZIP=0.344, Synergy_Bliss=0.171, Synergy_Loewe=-3.62, Synergy_HSA=-2.61. (2) Drug 1: C1=NC2=C(N1)C(=S)N=C(N2)N. Drug 2: CC1C(C(=O)NC(C(=O)N2CCCC2C(=O)N(CC(=O)N(C(C(=O)O1)C(C)C)C)C)C(C)C)NC(=O)C3=C4C(=C(C=C3)C)OC5=C(C(=O)C(=C(C5=N4)C(=O)NC6C(OC(=O)C(N(C(=O)CN(C(=O)C7CCCN7C(=O)C(NC6=O)C(C)C)C)C)C(C)C)C)N)C. Cell line: HT29. Synergy scores: CSS=32.8, Synergy_ZIP=-0.691, Synergy_Bliss=4.04, Synergy_Loewe=1.88, Synergy_HSA=2.60.